From a dataset of Full USPTO retrosynthesis dataset with 1.9M reactions from patents (1976-2016). Predict the reactants needed to synthesize the given product. (1) Given the product [CH2:2]([O:4][C:5]1[CH:6]=[C:7]([CH:11]=[CH:12][C:13]=1[N+:14]([O-:16])=[O:15])[C:8]([O:27][CH2:26][CH3:17])=[O:10])[CH3:3], predict the reactants needed to synthesize it. The reactants are: I[CH2:2][CH3:3].[OH:4][C:5]1[CH:6]=[C:7]([CH:11]=[CH:12][C:13]=1[N+:14]([O-:16])=[O:15])[C:8]([OH:10])=O.[C:17](=O)([O-])[O-].[K+].[K+].CN([CH:26]=[O:27])C. (2) Given the product [Cl:3][C:4]1[N:5]=[C:6]([O:25][CH:22]([CH3:24])[CH3:23])[C:7]2[N:13]=[C:12]([C:14]3[CH:19]=[CH:18][C:17]([F:20])=[CH:16][CH:15]=3)[CH:11]=[CH:10][C:8]=2[N:9]=1, predict the reactants needed to synthesize it. The reactants are: [H-].[Na+].[Cl:3][C:4]1[N:5]=[C:6](Cl)[C:7]2[N:13]=[C:12]([C:14]3[CH:19]=[CH:18][C:17]([F:20])=[CH:16][CH:15]=3)[CH:11]=[CH:10][C:8]=2[N:9]=1.[CH:22]([OH:25])([CH3:24])[CH3:23]. (3) Given the product [Cl:17][C:15]1[CH:14]=[CH:13][C:12]([F:18])=[C:11]([C:4]2[N:3]=[C:2]([NH:71][C:72]3[CH:73]=[CH:74][N:75]=[CH:76][C:77]=3[CH3:25])[C:7]3=[CH:8][CH:9]=[CH:10][N:6]3[N:5]=2)[CH:16]=1, predict the reactants needed to synthesize it. The reactants are: Cl[C:2]1[C:7]2=[CH:8][CH:9]=[CH:10][N:6]2[N:5]=[C:4]([C:11]2[CH:16]=[C:15]([Cl:17])[CH:14]=[CH:13][C:12]=2[F:18])[N:3]=1.C(=O)([O-])[O-].[Cs+].[Cs+].[CH:25]1C=CC(P(C2C(C3C(P(C4C=CC=CC=4)C4C=CC=CC=4)=CC=C4C=3C=CC=C4)=C3C(C=CC=C3)=CC=2)C2C=CC=CC=2)=CC=1.[NH2:71][C:72]1[CH:77]=[CH:76][N:75]=[C:74](C)[CH:73]=1. (4) Given the product [CH3:62][C:60]1[CH:59]=[CH:58][N:57]2[C:11]3[C:10]4[NH:9][C:7](=[O:8])[C:6]([CH3:54])=[CH:5][CH:4]=[CH:3][C@H:2]([CH3:1])[C@H:36]([OH:37])[C@@H:35]([CH3:38])[C@@H:34]([OH:39])[C@@H:33]([CH3:40])[C@H:32]([O:41][C:42]([CH3:44])=[O:43])[C@H:31]([CH3:45])[C@@H:30]([O:46][CH3:47])[CH:29]=[CH:28][O:27][C@:24]5([CH3:48])[C:25](=[O:26])[C:14]6=[C:15]([O:23]5)[C:16]([CH3:22])=[C:17]([OH:21])[C:18](=[C:13]6[C:12]=3[N:55]=[C:56]2[CH:61]=1)[C:19]=4[OH:20], predict the reactants needed to synthesize it. The reactants are: [CH3:1][C@@H:2]1[C@H:36]([OH:37])[C@@H:35]([CH3:38])[C@@H:34]([OH:39])[C@@H:33]([CH3:40])[C@H:32]([O:41][C:42]([CH3:44])=[O:43])[C@H:31]([CH3:45])[C@@H:30]([O:46][CH3:47])[CH:29]=[CH:28][O:27][C@:24]2([CH3:48])[C:25](=[O:26])[C:14]3[C:15]([O:23]2)=[C:16]([CH3:22])[C:17]([OH:21])=[C:18]2[C:19](=[O:20])[C:10](=[CH:11][C:12]4(OC(=O)CO4)[C:13]=32)[NH:9][C:7](=[O:8])[C:6]([CH3:54])=[CH:5][CH:4]=[CH:3]1.[NH2:55][C:56]1[CH:61]=[C:60]([CH3:62])[CH:59]=[CH:58][N:57]=1.O=C1O[C@H]([C@H](CO)O)C(O)=C1O.Cl. (5) Given the product [Br:14][C:15]1[N:19]2[N:20]=[C:21]([N:9]3[CH2:10][CH2:11][O:12][CH2:13][CH:8]3[C:4]3[CH:5]=[CH:6][CH:7]=[C:2]([F:1])[CH:3]=3)[CH:22]=[CH:23][C:18]2=[N:17][CH:16]=1, predict the reactants needed to synthesize it. The reactants are: [F:1][C:2]1[CH:3]=[C:4]([CH:8]2[CH2:13][O:12][CH2:11][CH2:10][NH:9]2)[CH:5]=[CH:6][CH:7]=1.[Br:14][C:15]1[N:19]2[N:20]=[C:21](Cl)[CH:22]=[CH:23][C:18]2=[N:17][CH:16]=1.[F-].[K+]. (6) Given the product [CH3:23][C:22]1[O:21][N:20]=[C:13]2[C:14]3[C:19](=[CH:18][CH:17]=[N:16][CH:15]=3)[N:10]([CH:6]3[CH2:7][CH2:8][CH2:9][CH:4]([CH2:3][NH:2][C:25](=[O:32])[C:26]4[CH:31]=[CH:30][CH:29]=[CH:28][CH:27]=4)[CH2:5]3)[C:11](=[O:24])[C:12]=12, predict the reactants needed to synthesize it. The reactants are: I.[NH2:2][CH2:3][CH:4]1[CH2:9][CH2:8][CH2:7][CH:6]([N:10]2[C:19]3[C:14](=[CH:15][N:16]=[CH:17][CH:18]=3)[C:13]3=[N:20][O:21][C:22]([CH3:23])=[C:12]3[C:11]2=[O:24])[CH2:5]1.[C:25](O)(=[O:32])[C:26]1[CH:31]=[CH:30][CH:29]=[CH:28][CH:27]=1.Cl.CN(C)CCCN=C=NCC.ON1C2N=CC=CC=2N=N1.C(N(CC)C(C)C)(C)C. (7) Given the product [OH:34][C:27]1[CH:28]=[C:29]([O:32][CH3:33])[CH:30]=[CH:31][C:26]=1[NH:25][C:7]([C:6]1[CH:5]=[C:4]([CH3:10])[S:3][C:2]=1[Br:1])=[O:8], predict the reactants needed to synthesize it. The reactants are: [Br:1][C:2]1[S:3][C:4]([CH3:10])=[CH:5][C:6]=1[C:7](Cl)=[O:8].BrC1SC(C)=CC=1C(O)=O.S(Cl)(Cl)=O.[NH2:25][C:26]1[CH:31]=[CH:30][C:29]([O:32][CH3:33])=[CH:28][C:27]=1[OH:34]. (8) Given the product [CH3:13][O:11][C:10]([C:3]1[C:4]2[C:9](=[CH:8][CH:7]=[CH:6][CH:5]=2)[NH:1][CH:2]=1)=[O:12], predict the reactants needed to synthesize it. The reactants are: [NH:1]1[C:9]2[C:4](=[CH:5][CH:6]=[CH:7][CH:8]=2)[C:3]([C:10]([OH:12])=[O:11])=[CH:2]1.[CH3:13]O. (9) Given the product [CH3:30][O:29][C:27]([C:20]1[C:21]([C:23]([F:26])([F:24])[F:25])=[N:22][C:17]([NH:15][C:5]2[CH:6]=[CH:7][C:8]([N:9]3[CH:13]=[C:12]([CH3:14])[N:11]=[CH:10]3)=[C:3]([O:2][CH3:1])[CH:4]=2)=[N:18][CH:19]=1)=[O:28], predict the reactants needed to synthesize it. The reactants are: [CH3:1][O:2][C:3]1[CH:4]=[C:5]([NH2:15])[CH:6]=[CH:7][C:8]=1[N:9]1[CH:13]=[C:12]([CH3:14])[N:11]=[CH:10]1.Cl[C:17]1[N:22]=[C:21]([C:23]([F:26])([F:25])[F:24])[C:20]([C:27]([O:29][CH3:30])=[O:28])=[CH:19][N:18]=1. (10) Given the product [C:1]([C:4]1[CH:5]=[CH:6][C:7]([C:22]2[CH:27]=[CH:26][CH:25]=[CH:24][C:23]=2[F:28])=[C:8]2[C:16]=1[NH:15][C:14]1[CH:13]=[C:12]([C:17]([OH:19])=[O:18])[CH:11]=[CH:10][C:9]2=1)(=[O:3])[NH2:2], predict the reactants needed to synthesize it. The reactants are: [C:1]([C:4]1[CH:5]=[CH:6][C:7]([C:22]2[CH:27]=[CH:26][CH:25]=[CH:24][C:23]=2[F:28])=[C:8]2[C:16]=1[NH:15][C:14]1[CH:13]=[C:12]([C:17]([O:19]CC)=[O:18])[CH:11]=[CH:10][C:9]2=1)(=[O:3])[NH2:2].O.[OH-].[Li+].